This data is from Forward reaction prediction with 1.9M reactions from USPTO patents (1976-2016). The task is: Predict the product of the given reaction. (1) The product is: [C:10]1([C:6]2[CH:5]=[N:17][N:16]=[C:2]3[NH:3][N:4]=[C:8]([NH2:9])[C:7]=23)[CH:15]=[CH:14][CH:13]=[CH:12][CH:11]=1. Given the reactants Cl[C:2]1[N:3]=[N:4][CH:5]=[C:6]([C:10]2[CH:15]=[CH:14][CH:13]=[CH:12][CH:11]=2)[C:7]=1[C:8]#[N:9].[NH2:16][NH2:17], predict the reaction product. (2) Given the reactants [CH:1]([OH:4])([CH3:3])[CH3:2].[Na].F[C:7]1[CH:12]=[CH:11][C:10]([S:13]([NH2:16])(=[O:15])=[O:14])=[CH:9][C:8]=1[N+:17]([O-:19])=[O:18], predict the reaction product. The product is: [CH:1]([O:4][C:7]1[CH:12]=[CH:11][C:10]([S:13]([NH2:16])(=[O:15])=[O:14])=[CH:9][C:8]=1[N+:17]([O-:19])=[O:18])([CH3:3])[CH3:2]. (3) Given the reactants Br[C:2]1[N:7]=[C:6]([C:8]([F:11])([F:10])[F:9])[C:5]([N+:12]([O-:14])=[O:13])=[CH:4][CH:3]=1.S(C1C=CC(C)=CC=1)(O)(=O)=O.[CH3:26][C@H:27]1[CH2:31][CH2:30][CH2:29][NH:28]1.C([O-])([O-])=O.[K+].[K+], predict the reaction product. The product is: [CH3:26][C@H:27]1[CH2:31][CH2:30][CH2:29][N:28]1[C:2]1[N:7]=[C:6]([C:8]([F:11])([F:10])[F:9])[C:5]([N+:12]([O-:14])=[O:13])=[CH:4][CH:3]=1.